The task is: Predict the reaction yield, written as a fraction of the theoretical maximum amount of product (1.0 means a 100% yield; for example, 0.34 means a 34% yield).. This data is from Reaction yield outcomes from USPTO patents with 853,638 reactions. (1) The catalyst is O1CCOCC1. The reactants are C(OC(=O)[NH:7][C:8]([CH3:24])([CH3:23])[CH:9]([OH:22])[C:10]1([C:16]2[CH:21]=[CH:20][CH:19]=[CH:18][CH:17]=2)[S:15][CH2:14][CH2:13][CH2:12][S:11]1)(C)(C)C.Cl. The yield is 0.980. The product is [NH2:7][C:8]([CH3:24])([CH3:23])[CH:9]([C:10]1([C:16]2[CH:21]=[CH:20][CH:19]=[CH:18][CH:17]=2)[S:11][CH2:12][CH2:13][CH2:14][S:15]1)[OH:22]. (2) The reactants are [N:1]1[C:2]([C:10](OCC)=[O:11])=[CH:3][N:4]2[CH:9]=[CH:8][CH:7]=[CH:6][C:5]=12.[H-].[Al+3].[Li+].[H-].[H-].[H-].O. The catalyst is C1COCC1. The product is [N:1]1[C:2]([CH2:10][OH:11])=[CH:3][N:4]2[CH:9]=[CH:8][CH:7]=[CH:6][C:5]=12. The yield is 0.900. (3) The reactants are [NH2:1][C@@H:2]1[C:8](=[O:9])[NH:7][C:6]2[CH:10]=[CH:11][CH:12]=[CH:13][C:5]=2[C:4]2[CH:14]=[CH:15][CH:16]=[CH:17][C:3]1=2.[OH:18][C:19]([C:25](=[O:32])[NH:26][CH2:27][C:28]([F:31])([F:30])[F:29])([CH2:23][CH3:24])[C:20](O)=[O:21].O.ON1C2C=CC=CC=2N=N1.C(N(C(C)C)CC)(C)C.Cl.CN(C)CCCN=C=NCC. The catalyst is O1CCCC1. The product is [CH2:23]([C:19]([OH:18])([C:25]([NH:26][CH2:27][C:28]([F:30])([F:29])[F:31])=[O:32])[C:20]([NH:1][C@@H:2]1[C:8](=[O:9])[NH:7][C:6]2[CH:10]=[CH:11][CH:12]=[CH:13][C:5]=2[C:4]2[CH:14]=[CH:15][CH:16]=[CH:17][C:3]1=2)=[O:21])[CH3:24]. The yield is 0.680. (4) The reactants are [Br:1][C:2]1[NH:6][C:5]([C@@H:7]2[CH2:11][C@H:10]([CH3:12])[CH2:9][N:8]2[C:13]([O:15]C(C)(C)C)=O)=[N:4][CH:3]=1.[CH3:20][O:21][C:22]([NH:24][C@@H:25]([C@@H:29]([CH3:32])[CH2:30][CH3:31])C(O)=O)=[O:23].CN(C(ON1N=NC2C=CC=NC1=2)=[N+](C)C)C.F[P-](F)(F)(F)(F)F.CCN(C(C)C)C(C)C.C([O-])(O)=O.[Na+]. The catalyst is Cl.CCO.CN(C=O)C. The product is [Br:1][C:2]1[NH:6][C:5]([C@@H:7]2[CH2:11][C@H:10]([CH3:12])[CH2:9][N:8]2[C:13](=[O:15])[C@@H:25]([NH:24][C:22](=[O:23])[O:21][CH3:20])[C@@H:29]([CH3:32])[CH2:30][CH3:31])=[N:4][CH:3]=1. The yield is 0.810. (5) The reactants are [CH3:1][O:2][C:3]([C:5]1[CH:9]=[CH:8][O:7][C:6]=1[CH3:10])=[O:4].C1C(=O)N([Br:18])C(=O)C1. The catalyst is C(Cl)(Cl)Cl.C(O)(=O)C. The product is [CH3:1][O:2][C:3]([C:5]1[CH:9]=[C:8]([Br:18])[O:7][C:6]=1[CH3:10])=[O:4]. The yield is 0.800. (6) The reactants are F[C:2]1[CH:3]=[C:4]([CH:8]=[C:9]([C:11]([F:14])([F:13])[F:12])[CH:10]=1)[C:5]([OH:7])=[O:6].[H-].[Na+].[CH2:17]([OH:22])[CH2:18][CH2:19][CH:20]=[CH2:21].Cl. The catalyst is CN(C=O)C. The product is [CH2:17]([O:22][C:2]1[CH:3]=[C:4]([CH:8]=[C:9]([C:11]([F:14])([F:13])[F:12])[CH:10]=1)[C:5]([OH:7])=[O:6])[CH2:18][CH2:19][CH:20]=[CH2:21]. The yield is 0.550. (7) The reactants are [CH3:1][CH:2]1[CH2:10][C:9]2[C:4](=[CH:5][CH:6]=[CH:7][CH:8]=2)[N:3]1[NH:11][C:12]([C:14]1[C:15]([CH3:27])=[N:16][C:17]([C:20]2[CH:25]=[CH:24][CH:23]=[C:22]([F:26])[CH:21]=2)=[N:18][CH:19]=1)=[O:13]. The catalyst is C(Cl)Cl.O=[Mn]=O. The product is [CH3:1][C:2]1[N:3]([NH:11][C:12]([C:14]2[C:15]([CH3:27])=[N:16][C:17]([C:20]3[CH:25]=[CH:24][CH:23]=[C:22]([F:26])[CH:21]=3)=[N:18][CH:19]=2)=[O:13])[C:4]2[C:9]([CH:10]=1)=[CH:8][CH:7]=[CH:6][CH:5]=2. The yield is 0.650. (8) The reactants are Br[C:2]1[N:6]2[CH:7]=[C:8]([C:15]3[CH:19]=[CH:18][O:17][CH:16]=3)[CH:9]=[C:10]([C:11]([F:14])([F:13])[F:12])[C:5]2=[N:4][C:3]=1[C:20]([N:22]1[CH2:27][CH2:26][CH:25]([N:28]2[C:32](=[O:33])[CH2:31][O:30][C:29]2=[O:34])[CH2:24][CH2:23]1)=[O:21].[Cu][C:36]#[N:37]. The catalyst is CN(C)C=O.CCOC(C)=O. The product is [O:34]=[C:29]1[N:28]([CH:25]2[CH2:26][CH2:27][N:22]([C:20]([C:3]3[N:4]=[C:5]4[C:10]([C:11]([F:14])([F:13])[F:12])=[CH:9][C:8]([C:15]5[CH:19]=[CH:18][O:17][CH:16]=5)=[CH:7][N:6]4[C:2]=3[C:36]#[N:37])=[O:21])[CH2:23][CH2:24]2)[C:32](=[O:33])[CH2:31][O:30]1. The yield is 0.528. (9) The reactants are [CH3:1][C:2]1([CH3:15])[CH2:7][N:6]([C:8]2[CH:13]=[CH:12][CH:11]=[CH:10][CH:9]=2)[CH2:5][C:4](=[O:14])[O:3]1.C[Si]([N-][Si](C)(C)C)(C)C.[Li+].Br[CH2:27][C:28]([O:30][C:31]([CH3:34])([CH3:33])[CH3:32])=[O:29]. The catalyst is O1CCCC1. The product is [CH3:1][C:2]1([CH3:15])[CH2:7][N:6]([C:8]2[CH:13]=[CH:12][CH:11]=[CH:10][CH:9]=2)[CH:5]([CH2:27][C:28]([O:30][C:31]([CH3:34])([CH3:33])[CH3:32])=[O:29])[C:4](=[O:14])[O:3]1. The yield is 0.780.